Dataset: Catalyst prediction with 721,799 reactions and 888 catalyst types from USPTO. Task: Predict which catalyst facilitates the given reaction. (1) Reactant: [CH2:1]([O:3][C:4]1[CH:9]=[CH:8][C:7]([F:10])=[CH:6][C:5]=1[C:11]([F:16])([F:15])[C:12]([OH:14])=O)[CH3:2].P(Cl)(Cl)(Cl)=O.Cl.[NH2:23][CH2:24][C:25]1[CH:26]=[C:27]2[C:31](=[CH:32][CH:33]=1)[C:30](=[O:34])[N:29]([CH:35]1[CH2:40][CH2:39][C:38](=[O:41])[NH:37][C:36]1=[O:42])[CH2:28]2.C(=O)(O)[O-].[Na+]. Product: [O:42]=[C:36]1[CH:35]([N:29]2[CH2:28][C:27]3[C:31](=[CH:32][CH:33]=[C:25]([CH2:24][NH:23][C:12](=[O:14])[C:11]([C:5]4[CH:6]=[C:7]([F:10])[CH:8]=[CH:9][C:4]=4[O:3][CH2:1][CH3:2])([F:16])[F:15])[CH:26]=3)[C:30]2=[O:34])[CH2:40][CH2:39][C:38](=[O:41])[NH:37]1. The catalyst class is: 17. (2) Product: [CH2:57]([O:59][C:60]1[CH:65]=[C:64]([CH2:66][N:1]2[CH2:6][CH2:5][CH:4]([NH:7][C:8]3[O:9][C:10]4[CH:16]=[CH:15][C:14]([O:17][CH2:18][C:19]([NH2:21])=[O:20])=[CH:13][C:11]=4[N:12]=3)[CH2:3][CH2:2]2)[CH:63]=[C:62]([O:68][CH2:69][CH3:70])[C:61]=1[C:71]1[CH:72]=[CH:73][C:74]([F:77])=[CH:75][CH:76]=1)[CH3:58]. The catalyst class is: 212. Reactant: [NH:1]1[CH2:6][CH2:5][CH:4]([NH:7][C:8]2[O:9][C:10]3[CH:16]=[CH:15][C:14]([O:17][CH2:18][C:19]([NH2:21])=[O:20])=[CH:13][C:11]=3[N:12]=2)[CH2:3][CH2:2]1.C(OC(N1CCC(NC2OC3C=CC(OCC(=O)N)=CC=3N=2)CC1)=O)(C)(C)C.FC(F)(F)C(O)=O.[CH2:57]([O:59][C:60]1[CH:65]=[C:64]([CH:66]=O)[CH:63]=[C:62]([O:68][CH2:69][CH3:70])[C:61]=1[C:71]1[CH:76]=[CH:75][C:74]([F:77])=[CH:73][CH:72]=1)[CH3:58].C([BH3-])#N.[Na+].C(N(C(C)C)C(C)C)C.